This data is from Reaction yield outcomes from USPTO patents with 853,638 reactions. The task is: Predict the reaction yield, written as a fraction of the theoretical maximum amount of product (1.0 means a 100% yield; for example, 0.34 means a 34% yield). (1) The reactants are [F:1][CH:2]([F:11])[O:3][C:4]1[CH:10]=[CH:9][CH:8]=[CH:7][C:5]=1[NH2:6].[N:12]([O-])=O.[Na+].C([O-])(=O)C.[Na+].[C:21]([CH2:24][C:25](=[O:27])[CH3:26])(=[O:23])[CH3:22]. The catalyst is C(O)(=O)C.Cl.O.C(O)C. The product is [F:1][CH:2]([F:11])[O:3][C:4]1[CH:10]=[CH:9][CH:8]=[CH:7][C:5]=1[NH:6][N:12]=[C:24]([C:25](=[O:27])[CH3:26])[C:21](=[O:23])[CH3:22]. The yield is 0.940. (2) The reactants are C[O:2][C:3]1[C:8]2[NH:9][C:10]([C:12]3[S:13][CH:14]=[CH:15][CH:16]=3)=[N:11][C:7]=2[C:6]([C:17]([OH:19])=O)=[CH:5][CH:4]=1.[NH2:20][CH2:21][CH2:22][C:23]1[CH:28]=[CH:27][C:26]([S:29]([NH2:32])(=[O:31])=[O:30])=[CH:25][CH:24]=1. No catalyst specified. The product is [OH:2][C:3]1[C:8]2[NH:9][C:10]([C:12]3[S:13][CH:14]=[CH:15][CH:16]=3)=[N:11][C:7]=2[C:6]([C:17]([NH:20][CH2:21][CH2:22][C:23]2[CH:24]=[CH:25][C:26]([S:29](=[O:31])(=[O:30])[NH2:32])=[CH:27][CH:28]=2)=[O:19])=[CH:5][CH:4]=1. The yield is 0.0700. (3) The reactants are [Cl:1][C:2]1[CH:3]=[C:4]([S:9]([NH:12][C:13]2[CH:21]=[CH:20][C:16]([C:17]([OH:19])=[O:18])=[C:15]([OH:22])[CH:14]=2)(=[O:11])=[O:10])[CH:5]=[C:6]([Cl:8])[CH:7]=1.[CH3:23][O:24][CH2:25][CH:26](O)[CH2:27][O:28][CH3:29]. No catalyst specified. The product is [Cl:8][C:6]1[CH:5]=[C:4]([S:9]([NH:12][C:13]2[CH:21]=[CH:20][C:16]([C:17]([O:19][CH:26]([CH2:27][O:28][CH3:29])[CH2:25][O:24][CH3:23])=[O:18])=[C:15]([OH:22])[CH:14]=2)(=[O:10])=[O:11])[CH:3]=[C:2]([Cl:1])[CH:7]=1. The yield is 0.710. (4) The catalyst is C(OCC)(=O)C. The reactants are [CH3:1][C:2]1[N:7]([CH2:8][C:9]2[C:17]3[C:12](=[CH:13][CH:14]=[CH:15][CH:16]=3)[N:11]([CH3:18])[N:10]=2)[C:6](=[O:19])[C:5]([CH2:20][C:21]2[CH:26]=[CH:25][C:24]([C:27]3[CH:32]=[CH:31][CH:30]=[CH:29][C:28]=3[C:33]3[NH:37][C:36](=[O:38])[O:35][N:34]=3)=[CH:23][CH:22]=2)=[C:4]([CH2:39][CH2:40][CH3:41])[N:3]=1.[ClH:42].C(OCC)(=O)C. The yield is 0.830. The product is [ClH:42].[CH3:1][C:2]1[N:7]([CH2:8][C:9]2[C:17]3[C:12](=[CH:13][CH:14]=[CH:15][CH:16]=3)[N:11]([CH3:18])[N:10]=2)[C:6](=[O:19])[C:5]([CH2:20][C:21]2[CH:26]=[CH:25][C:24]([C:27]3[CH:32]=[CH:31][CH:30]=[CH:29][C:28]=3[C:33]3[NH:37][C:36](=[O:38])[O:35][N:34]=3)=[CH:23][CH:22]=2)=[C:4]([CH2:39][CH2:40][CH3:41])[N:3]=1. (5) The reactants are [Br:1][C:2]1[CH:11]=[CH:10][C:5](C(OC)=O)=[C:4]([F:12])[CH:3]=1.[CH3:13][Mg+].[Br-].CC[O:18][CH2:19][CH3:20]. No catalyst specified. The product is [Br:1][C:2]1[CH:11]=[CH:10][C:5]([C:19]([OH:18])([CH3:20])[CH3:13])=[C:4]([F:12])[CH:3]=1. The yield is 0.950. (6) The reactants are [Cl:1][C:2]1[C:3]2[CH:11]=[CH:10][N:9]([C:12]3[C:17]([CH3:18])=[CH:16][C:15]([CH3:19])=[CH:14][C:13]=3[CH3:20])[C:4]=2[C:5](=[O:8])[NH:6][N:7]=1.CI.[C:23](=O)([O-])[O-].[K+].[K+].CN(C=O)C. The catalyst is O. The product is [Cl:1][C:2]1[C:3]2[CH:11]=[CH:10][N:9]([C:12]3[C:13]([CH3:20])=[CH:14][C:15]([CH3:19])=[CH:16][C:17]=3[CH3:18])[C:4]=2[C:5](=[O:8])[N:6]([CH3:23])[N:7]=1. The yield is 0.980. (7) The reactants are [CH3:1][C@@:2]12[C@H:11]3[C@@H:12](O)[CH2:13][C@:14]4(C)[C@@:18]([OH:23])(C(CO)=O)CC[C@H:15]4[C@@H:10]3[CH2:9][CH2:8][C@H:7]1C[C@H](O)CC2.BrC1C=CC=C[N:29]=1.[Li]CCCC.C1COCC1.BrC1C=C(C=CC=1)C=O. The catalyst is [Cl-].[Cl-].[Zn+2].C1C=CC([P]([Pd]([P](C2C=CC=CC=2)(C2C=CC=CC=2)C2C=CC=CC=2)([P](C2C=CC=CC=2)(C2C=CC=CC=2)C2C=CC=CC=2)[P](C2C=CC=CC=2)(C2C=CC=CC=2)C2C=CC=CC=2)(C2C=CC=CC=2)C2C=CC=CC=2)=CC=1.Cl. The product is [N:29]1[CH:1]=[CH:2][CH:7]=[CH:8][C:9]=1[C:10]1[CH:15]=[C:14]([CH:13]=[CH:12][CH:11]=1)[CH:18]=[O:23]. The yield is 0.380. (8) The reactants are [CH3:1][O:2][C:3]1[CH:8]=[CH:7][C:6]([C:9]2[CH:10]=[C:11]3[C:16]4=[C:17]([C@@H:19]5[CH2:24][NH:23][CH2:22][CH2:21][C@@H:20]5[N:15]4[CH2:14][CH2:13][CH2:12]3)[CH:18]=2)=[C:5]([C:25]([F:28])([F:27])[F:26])[CH:4]=1.[BH4-].[Na+].[C:31](O)(=O)[CH3:32]. No catalyst specified. The product is [CH2:31]([N:23]1[CH2:22][CH2:21][C@@H:20]2[N:15]3[C:16]4[C:11](=[CH:10][C:9]([C:6]5[CH:7]=[CH:8][C:3]([O:2][CH3:1])=[CH:4][C:5]=5[C:25]([F:28])([F:26])[F:27])=[CH:18][C:17]=4[C@@H:19]2[CH2:24]1)[CH2:12][CH2:13][CH2:14]3)[CH3:32]. The yield is 0.810. (9) The reactants are [CH:1](=[O:10])[CH:2]=[CH:3][C:4]1[CH:9]=[CH:8][CH:7]=[CH:6][CH:5]=1.C(C1C(=O)C(Cl)=C(Cl)[C:15](=[O:16])C=1C#N)#N.CO. The catalyst is C1(C)C=CC=CC=1. The product is [C:1]([O:16][CH3:15])(=[O:10])[CH:2]=[CH:3][C:4]1[CH:9]=[CH:8][CH:7]=[CH:6][CH:5]=1. The yield is 0.960.